This data is from NCI-60 drug combinations with 297,098 pairs across 59 cell lines. The task is: Regression. Given two drug SMILES strings and cell line genomic features, predict the synergy score measuring deviation from expected non-interaction effect. Drug 1: CS(=O)(=O)C1=CC(=C(C=C1)C(=O)NC2=CC(=C(C=C2)Cl)C3=CC=CC=N3)Cl. Drug 2: C1=NNC2=C1C(=O)NC=N2. Cell line: UACC-257. Synergy scores: CSS=1.86, Synergy_ZIP=5.73, Synergy_Bliss=2.94, Synergy_Loewe=-0.168, Synergy_HSA=0.533.